From a dataset of Peptide-MHC class I binding affinity with 185,985 pairs from IEDB/IMGT. Regression. Given a peptide amino acid sequence and an MHC pseudo amino acid sequence, predict their binding affinity value. This is MHC class I binding data. (1) The MHC is HLA-B57:01 with pseudo-sequence HLA-B57:01. The binding affinity (normalized) is 0.0847. The peptide sequence is YFNTHDVYF. (2) The peptide sequence is YATVEVPSL. The MHC is HLA-A02:01 with pseudo-sequence HLA-A02:01. The binding affinity (normalized) is 0.204. (3) The peptide sequence is YTYPCIPEY. The MHC is HLA-A80:01 with pseudo-sequence HLA-A80:01. The binding affinity (normalized) is 0.872. (4) The peptide sequence is AETFYVDGA. The MHC is H-2-Kk with pseudo-sequence H-2-Kk. The binding affinity (normalized) is 0.0929. (5) The peptide sequence is FDPTLAYT. The MHC is Mamu-A11 with pseudo-sequence Mamu-A11. The binding affinity (normalized) is 0.00265. (6) The peptide sequence is SIMRAPFASI. The MHC is HLA-A01:01 with pseudo-sequence HLA-A01:01. The binding affinity (normalized) is 0. (7) The peptide sequence is AHFNYARL. The MHC is H-2-Db with pseudo-sequence H-2-Db. The binding affinity (normalized) is 0.0441.